Dataset: Reaction yield outcomes from USPTO patents with 853,638 reactions. Task: Predict the reaction yield, written as a fraction of the theoretical maximum amount of product (1.0 means a 100% yield; for example, 0.34 means a 34% yield). The reactants are COC[O:4][C:5]1[CH:13]=[CH:12][C:11]([I:14])=[C:10]2[C:6]=1[CH2:7][N:8](C(C)(C1C=CC=CC=1)C)[C:9]2=[O:15].C(Cl)(Cl)Cl. The catalyst is Cl.CO. The product is [OH:4][C:5]1[CH:13]=[CH:12][C:11]([I:14])=[C:10]2[C:6]=1[CH2:7][NH:8][C:9]2=[O:15]. The yield is 0.850.